This data is from Forward reaction prediction with 1.9M reactions from USPTO patents (1976-2016). The task is: Predict the product of the given reaction. (1) Given the reactants [C:1]1([NH:7][NH2:8])[CH:6]=[CH:5][CH:4]=[CH:3][CH:2]=1.[C:9](OCC)(=[O:14])[CH2:10][C:11]([CH3:13])=O, predict the reaction product. The product is: [CH3:13][C:11]1[NH:8][N:7]([C:1]2[CH:6]=[CH:5][CH:4]=[CH:3][CH:2]=2)[C:9](=[O:14])[CH:10]=1. (2) Given the reactants I[C:2]1[CH:3]=[C:4]([CH:26]=[CH:27][CH:28]=1)[CH:5]=[C:6]1[CH2:11][CH2:10][N:9]([CH2:12][CH2:13][O:14][C:15]2[CH:24]=[CH:23][CH:22]=[C:21]3[C:16]=2[CH:17]=[CH:18][C:19]([CH3:25])=[N:20]3)[CH2:8][CH2:7]1.[N:29]1[CH:34]=[CH:33][CH:32]=[C:31](B(O)O)[CH:30]=1, predict the reaction product. The product is: [CH3:25][C:19]1[CH:18]=[CH:17][C:16]2[C:21](=[CH:22][CH:23]=[CH:24][C:15]=2[O:14][CH2:13][CH2:12][N:9]2[CH2:10][CH2:11][C:6](=[CH:5][C:4]3[CH:26]=[CH:27][CH:28]=[C:2]([C:31]4[CH:30]=[N:29][CH:34]=[CH:33][CH:32]=4)[CH:3]=3)[CH2:7][CH2:8]2)[N:20]=1. (3) Given the reactants [Cl:1][C:2]1[CH:8]=[CH:7][C:5]([NH2:6])=[C:4](I)[CH:3]=1.[CH3:10][N:11]1[C:15](B2OC(C)(C)C(C)(C)O2)=[CH:14][CH:13]=[N:12]1.C(=O)([O-])[O-].[K+].[K+], predict the reaction product. The product is: [Cl:1][C:2]1[CH:8]=[CH:7][C:5]([NH2:6])=[C:4]([C:15]2[N:11]([CH3:10])[N:12]=[CH:13][CH:14]=2)[CH:3]=1. (4) Given the reactants [CH3:1][C:2]([CH3:33])([CH2:25][O:26]C1CCCCO1)[CH2:3][CH2:4][CH2:5][CH2:6][NH:7][C:8](=[O:24])[CH2:9][CH2:10][CH2:11][CH2:12][C:13]([CH3:23])([CH3:22])[CH2:14][O:15]C1CCCCO1.Cl, predict the reaction product. The product is: [OH:26][CH2:25][C:2]([CH3:33])([CH3:1])[CH2:3][CH2:4][CH2:5][CH2:6][NH:7][C:8](=[O:24])[CH2:9][CH2:10][CH2:11][CH2:12][C:13]([CH3:22])([CH3:23])[CH2:14][OH:15]. (5) Given the reactants Br[C:2]1[CH:3]=[CH:4][C:5]([OH:10])=[C:6]([CH:9]=1)[CH:7]=[O:8].[S:11]1[CH:15]=[CH:14][CH:13]=[C:12]1B(O)O.[F-].[K+], predict the reaction product. The product is: [OH:10][C:5]1[CH:4]=[CH:3][C:2]([C:12]2[S:11][CH:15]=[CH:14][CH:13]=2)=[CH:9][C:6]=1[CH:7]=[O:8].